This data is from Full USPTO retrosynthesis dataset with 1.9M reactions from patents (1976-2016). The task is: Predict the reactants needed to synthesize the given product. (1) Given the product [CH:1]1([NH:4][C:5]([C:7]2[N:8]=[N:9][N:10]([C:16]3[CH:21]=[CH:20][C:19]([C:22]([NH:24][CH2:25][CH3:26])=[O:23])=[CH:18][CH:17]=3)[C:11]=2[CH2:12][CH2:13][CH2:14][F:33])=[O:6])[CH2:3][CH2:2]1, predict the reactants needed to synthesize it. The reactants are: [CH:1]1([NH:4][C:5]([C:7]2[N:8]=[N:9][N:10]([C:16]3[CH:21]=[CH:20][C:19]([C:22]([NH:24][CH2:25][CH3:26])=[O:23])=[CH:18][CH:17]=3)[C:11]=2[CH2:12][CH2:13][CH2:14]O)=[O:6])[CH2:3][CH2:2]1.C(N(S(F)(F)[F:33])CC)C.C(=O)([O-])O.[Na+]. (2) Given the product [Si:23]([O:13][CH2:12][C:10]1[N:9]=[CH:8][N:7]([CH2:6][O:5][CH2:4][CH2:3][Si:2]([CH3:15])([CH3:14])[CH3:1])[CH:11]=1)([C:36]([CH3:39])([CH3:38])[CH3:37])([C:30]1[CH:31]=[CH:32][CH:33]=[CH:34][CH:35]=1)[C:24]1[CH:29]=[CH:28][CH:27]=[CH:26][CH:25]=1, predict the reactants needed to synthesize it. The reactants are: [CH3:1][Si:2]([CH3:15])([CH3:14])[CH2:3][CH2:4][O:5][CH2:6][N:7]1[CH:11]=[C:10]([CH2:12][OH:13])[N:9]=[CH:8]1.C(N(CC)CC)C.[Si:23](Cl)([C:36]([CH3:39])([CH3:38])[CH3:37])([C:30]1[CH:35]=[CH:34][CH:33]=[CH:32][CH:31]=1)[C:24]1[CH:29]=[CH:28][CH:27]=[CH:26][CH:25]=1. (3) Given the product [NH2:18][C:14]1[N:13]=[C:12]([N:9]2[C:10]3[C:6](=[CH:5][CH:4]=[C:3]([C:1]#[C:2][C:39]([C:36]4[N:37]=[CH:38][N:34]([CH:29]5[CH2:30][CH2:31][CH2:32][CH2:33][O:28]5)[N:35]=4)([OH:41])[CH3:40])[CH:11]=3)[C:7]([CH3:19])=[N:8]2)[CH:17]=[CH:16][N:15]=1, predict the reactants needed to synthesize it. The reactants are: [C:1]([C:3]1[CH:11]=[C:10]2[C:6]([C:7]([CH3:19])=[N:8][N:9]2[C:12]2[CH:17]=[CH:16][N:15]=[C:14]([NH2:18])[N:13]=2)=[CH:5][CH:4]=1)#[CH:2].[Li+].CC([N-]C(C)C)C.[O:28]1[CH2:33][CH2:32][CH2:31][CH2:30][CH:29]1[N:34]1[CH:38]=[N:37][C:36]([C:39](=[O:41])[CH3:40])=[N:35]1. (4) Given the product [Cl:16][C:17]1[CH:18]=[C:19]([CH:22]=[CH:23][CH:24]=1)[CH2:20][NH:21][C:6](=[O:8])[C:5]1[CH:9]=[C:10]([N+:13]([O-:15])=[O:14])[C:11]([CH3:12])=[C:3]([C:1]#[N:2])[CH:4]=1, predict the reactants needed to synthesize it. The reactants are: [C:1]([C:3]1[CH:4]=[C:5]([CH:9]=[C:10]([N+:13]([O-:15])=[O:14])[C:11]=1[CH3:12])[C:6]([OH:8])=O)#[N:2].[Cl:16][C:17]1[CH:18]=[C:19]([CH:22]=[CH:23][CH:24]=1)[CH2:20][NH2:21]. (5) The reactants are: [N:1]([C@:4]1([CH2:19][OH:20])[O:8][C@@H:7]([N:9]2[CH:14]=[CH:13][C:12](=[O:15])[NH:11][C:10]2=[O:16])[C@H:6]([OH:17])[C@@H:5]1[F:18])=[N+:2]=[N-:3].C([Mg]Cl)(C)(C)C.Cl[C:28]1[CH:44]=[CH:43][CH:42]=[CH:41][C:29]=1[O:30][P:31](=[N:33][C@@H:34]([CH3:40])[C:35]([O:37][CH2:38][CH3:39])=[O:36])=[O:32].CO. Given the product [CH2:38]([O:37][C:35](=[O:36])[C@@H:34]([N:33]=[P:31]([O:30][C:29]1[CH:41]=[CH:42][CH:43]=[CH:44][C:28]=1[O:20][CH2:19][C@:4]1([N:1]=[N+:2]=[N-:3])[C@@H:5]([F:18])[C@@H:6]([OH:17])[C@H:7]([N:9]2[CH:14]=[CH:13][C:12](=[O:15])[NH:11][C:10]2=[O:16])[O:8]1)=[O:32])[CH3:40])[CH3:39], predict the reactants needed to synthesize it. (6) Given the product [NH2:25][C:26]1[C:31]([C:32]#[N:33])=[C:30]([NH:14][CH:12]([C:6]2[C:5]([C:15]3[CH:20]=[CH:19][CH:18]=[CH:17][CH:16]=3)=[C:4]([S:21]([CH3:24])(=[O:23])=[O:22])[C:3]3[C:8](=[CH:9][CH:10]=[CH:11][C:2]=3[F:1])[N:7]=2)[CH3:13])[N:29]=[CH:28][N:27]=1, predict the reactants needed to synthesize it. The reactants are: [F:1][C:2]1[CH:11]=[CH:10][CH:9]=[C:8]2[C:3]=1[C:4]([S:21]([CH3:24])(=[O:23])=[O:22])=[C:5]([C:15]1[CH:20]=[CH:19][CH:18]=[CH:17][CH:16]=1)[C:6]([CH:12]([NH2:14])[CH3:13])=[N:7]2.[NH2:25][C:26]1[C:31]([C:32]#[N:33])=[C:30](Cl)[N:29]=[CH:28][N:27]=1.CCN(C(C)C)C(C)C.